Dataset: Forward reaction prediction with 1.9M reactions from USPTO patents (1976-2016). Task: Predict the product of the given reaction. (1) Given the reactants [F:1][C:2]1[CH:20]=[CH:19][CH:18]=[C:17]([F:21])[C:3]=1[CH2:4][O:5][C:6]1[C:7]2[N:8]([CH:13]=[C:14]([CH3:16])[N:15]=2)[CH:9]=[C:10]([CH3:12])[CH:11]=1.[Br:22]N1C(=O)CCC1=O, predict the reaction product. The product is: [Br:22][C:13]1[N:8]2[CH:9]=[C:10]([CH3:12])[CH:11]=[C:6]([O:5][CH2:4][C:3]3[C:17]([F:21])=[CH:18][CH:19]=[CH:20][C:2]=3[F:1])[C:7]2=[N:15][C:14]=1[CH3:16]. (2) Given the reactants [NH3:1].O.[C:3]([C:6]1[CH:7]=[CH:8][C:9]([O:16][CH3:17])=[C:10]([S:12](Cl)(=[O:14])=[O:13])[CH:11]=1)(=[O:5])[NH2:4], predict the reaction product. The product is: [CH3:17][O:16][C:9]1[CH:8]=[CH:7][C:6]([C:3]([NH2:4])=[O:5])=[CH:11][C:10]=1[S:12](=[O:14])(=[O:13])[NH2:1]. (3) Given the reactants [NH2:1][C:2]1[CH:3]=[C:4]2[C:8](=[CH:9][CH:10]=1)[N:7]([CH2:11][C:12]1[CH:17]=[CH:16][CH:15]=[CH:14][CH:13]=1)[NH:6][C:5]2=[O:18].[Cl:19][C:20]1[C:21]([CH3:30])=[C:22]([S:26](Cl)(=[O:28])=[O:27])[CH:23]=[CH:24][CH:25]=1, predict the reaction product. The product is: [CH2:11]([N:7]1[C:8]2[C:4](=[CH:3][C:2]([NH:1][S:26]([C:22]3[CH:23]=[CH:24][CH:25]=[C:20]([Cl:19])[C:21]=3[CH3:30])(=[O:27])=[O:28])=[CH:10][CH:9]=2)[C:5](=[O:18])[NH:6]1)[C:12]1[CH:17]=[CH:16][CH:15]=[CH:14][CH:13]=1. (4) Given the reactants [O:1]([C:8]1[CH:23]=[C:22]([C:24]([F:27])([F:26])[F:25])[CH:21]=[CH:20][C:9]=1[O:10][C@@H:11]([CH3:19])[CH2:12][CH2:13][O:14]S(C)(=O)=O)[C:2]1[CH:7]=[CH:6][CH:5]=[CH:4][CH:3]=1.C([O:30][C:31](=[O:42])[CH2:32][CH2:33][C:34]1[CH:35]=[N:36][C:37](O)=[CH:38][C:39]=1[CH3:40])C.C(=O)([O-])[O-].[Cs+].[Cs+].[OH-].[Na+], predict the reaction product. The product is: [CH3:40][C:39]1[CH:38]=[C:37]([O:14][CH2:13][CH2:12][C@H:11]([O:10][C:9]2[CH:20]=[CH:21][C:22]([C:24]([F:27])([F:26])[F:25])=[CH:23][C:8]=2[O:1][C:2]2[CH:7]=[CH:6][CH:5]=[CH:4][CH:3]=2)[CH3:19])[N:36]=[CH:35][C:34]=1[CH2:33][CH2:32][C:31]([OH:42])=[O:30]. (5) Given the reactants [OH:1][C@H:2]1[C@H:22]([O:23][CH3:24])[C@@H:21]([C:25]([O:27][CH3:28])=[O:26])[C@@H:20]2[C@@H:4]([CH2:5][N:6]3[C@H:18]([CH2:19]2)[C:17]2[NH:16][C:15]4[C:10](=[CH:11][CH:12]=[C:13]([O:29][CH3:30])[CH:14]=4)[C:9]=2[CH2:8][CH2:7]3)[CH2:3]1.[CH:31]([C:33]1[CH:41]=[CH:40][C:36]([C:37](O)=[O:38])=[CH:35][CH:34]=1)=[O:32].C1CCC(N=C=NC2CCCCC2)CC1, predict the reaction product. The product is: [CH:31]([C:33]1[CH:41]=[CH:40][C:36]([C:37]([O:1][C@H:2]2[C@H:22]([O:23][CH3:24])[C@@H:21]([C:25]([O:27][CH3:28])=[O:26])[C@@H:20]3[C@@H:4]([CH2:5][N:6]4[C@H:18]([CH2:19]3)[C:17]3[NH:16][C:15]5[C:10](=[CH:11][CH:12]=[C:13]([O:29][CH3:30])[CH:14]=5)[C:9]=3[CH2:8][CH2:7]4)[CH2:3]2)=[O:38])=[CH:35][CH:34]=1)=[O:32]. (6) Given the reactants P(Cl)(Cl)(Cl)(Cl)Cl.[CH3:7][N:8]1[CH2:13]N(C)CN(C)[CH2:9]1.[F:16][C:17]1[CH:40]=[CH:39][CH:38]=[C:37]([F:41])[C:18]=1[C:19]([NH:21][C:22]([NH:24][C:25]1[CH:30]=[CH:29][C:28]([S:31][C:32]([F:35])([F:34])[F:33])=[CH:27][C:26]=1[F:36])=[O:23])=[O:20].C(N(CC)CC)C.[OH-].[Na+], predict the reaction product. The product is: [F:16][C:17]1[CH:40]=[CH:39][CH:38]=[C:37]([F:41])[C:18]=1[C:19]([N:21]1[CH2:9][N:8]([CH3:13])[CH2:7][N:24]([C:25]2[CH:30]=[CH:29][C:28]([S:31][C:32]([F:34])([F:33])[F:35])=[CH:27][C:26]=2[F:36])[C:22]1=[O:23])=[O:20].